Dataset: Reaction yield outcomes from USPTO patents with 853,638 reactions. Task: Predict the reaction yield, written as a fraction of the theoretical maximum amount of product (1.0 means a 100% yield; for example, 0.34 means a 34% yield). (1) The reactants are Cl[CH2:2][C:3]1[N:4]=[C:5]2[S:12][C:11]([CH3:13])=[C:10]([C:14]([NH:16][CH2:17][CH3:18])=[O:15])[N:6]2[C:7](=[O:9])[CH:8]=1.[CH2:19]([C:21]1[CH:26]=[C:25]([F:27])[C:24]([F:28])=[CH:23][C:22]=1B1OC(C)(C)C(C)(C)O1)[CH3:20].C(=O)([O-])[O-].[Na+].[Na+].O1CCOCC1. The catalyst is ClCCl.C1C=CC(P(C2C=CC=CC=2)[C-]2C=CC=C2)=CC=1.C1C=CC(P(C2C=CC=CC=2)[C-]2C=CC=C2)=CC=1.Cl[Pd]Cl.[Fe+2].O. The product is [CH2:17]([NH:16][C:14]([C:10]1[N:6]2[C:7](=[O:9])[CH:8]=[C:3]([CH2:2][C:22]3[CH:23]=[C:24]([F:28])[C:25]([F:27])=[CH:26][C:21]=3[CH2:19][CH3:20])[N:4]=[C:5]2[S:12][C:11]=1[CH3:13])=[O:15])[CH3:18]. The yield is 0.130. (2) The reactants are [Cl:1][C:2]1[CH:7]=[CH:6][CH:5]=[CH:4][C:3]=1[N:8]1[C:12](=[O:13])[NH:11][N:10]=[C:9]1[C:14]1[S:31][C:17]2[C:18]3[CH:26]=[CH:25][C:24]([C:27]([O:29]C)=[O:28])=[CH:23][C:19]=3[O:20][CH2:21][CH2:22][C:16]=2[CH:15]=1.O.[Li+].[OH-]. The catalyst is C1COCC1. The product is [Cl:1][C:2]1[CH:7]=[CH:6][CH:5]=[CH:4][C:3]=1[N:8]1[C:12](=[O:13])[NH:11][N:10]=[C:9]1[C:14]1[S:31][C:17]2[C:18]3[CH:26]=[CH:25][C:24]([C:27]([OH:29])=[O:28])=[CH:23][C:19]=3[O:20][CH2:21][CH2:22][C:16]=2[CH:15]=1. The yield is 0.970.